From a dataset of Catalyst prediction with 721,799 reactions and 888 catalyst types from USPTO. Predict which catalyst facilitates the given reaction. (1) Reactant: [CH2:1]([C:3]1[S:22][C:6]2[NH:7][C:8](=[O:21])[N:9]([CH2:12][CH2:13][C:14]3[CH:19]=[CH:18][C:17]([F:20])=[CH:16][CH:15]=3)[C:10](=[O:11])[C:5]=2[CH:4]=1)[CH3:2].Br[CH2:24][C:25]1[CH:30]=[CH:29][C:28]([C:31]2[CH:36]=[CH:35][CH:34]=[CH:33][C:32]=2[C:37]2[N:41]=[C:40](C(Cl)(Cl)Cl)[O:39][N:38]=2)=[CH:27][CH:26]=1.C(=O)([O-])[O-:47].[K+].[K+]. Product: [CH2:1]([C:3]1[S:22][C:6]2[N:7]([CH2:24][C:25]3[CH:30]=[CH:29][C:28]([C:31]4[CH:36]=[CH:35][CH:34]=[CH:33][C:32]=4[C:37]4[NH:41][C:40](=[O:47])[O:39][N:38]=4)=[CH:27][CH:26]=3)[C:8](=[O:21])[N:9]([CH2:12][CH2:13][C:14]3[CH:19]=[CH:18][C:17]([F:20])=[CH:16][CH:15]=3)[C:10](=[O:11])[C:5]=2[CH:4]=1)[CH3:2]. The catalyst class is: 10. (2) Reactant: [OH:1][C@H:2]([C@@H:20]([NH:28][C:29](=[O:48])[C@H:30]([CH2:44][C:45](=[O:47])[NH2:46])[NH:31][C:32]([C:34]1[CH:43]=[CH:42][C:41]2[C:36](=[CH:37][CH:38]=[CH:39][CH:40]=2)[N:35]=1)=[O:33])[CH2:21][C:22]1[CH:27]=[CH:26][CH:25]=[CH:24][CH:23]=1)[CH2:3][N:4]([CH2:13][C:14]1[CH:19]=[CH:18][CH:17]=[CH:16][CH:15]=1)[NH:5]C(OC(C)(C)C)=O. Product: [OH:1][C@H:2]([C@@H:20]([NH:28][C:29](=[O:48])[C@H:30]([CH2:44][C:45](=[O:47])[NH2:46])[NH:31][C:32]([C:34]1[CH:43]=[CH:42][C:41]2[C:36](=[CH:37][CH:38]=[CH:39][CH:40]=2)[N:35]=1)=[O:33])[CH2:21][C:22]1[CH:27]=[CH:26][CH:25]=[CH:24][CH:23]=1)[CH2:3][N:4]([CH2:13][C:14]1[CH:15]=[CH:16][CH:17]=[CH:18][CH:19]=1)[NH2:5]. The catalyst class is: 106. (3) Reactant: [CH2:1]([O:3][C:4]([C:6]1[S:7][CH:8]=[C:9]([C:11]([OH:13])=O)[N:10]=1)=[O:5])[CH3:2].Cl.[CH:15]12[NH:21][CH:18]([CH2:19][CH2:20]1)[CH2:17][CH2:16]2.CN(C(ON1N=NC2C=CC=NC1=2)=[N+](C)C)C.F[P-](F)(F)(F)(F)F.O. Product: [CH:18]12[N:21]([C:11]([C:9]3[N:10]=[C:6]([C:4]([O:3][CH2:1][CH3:2])=[O:5])[S:7][CH:8]=3)=[O:13])[CH:15]([CH2:20][CH2:19]1)[CH2:16][CH2:17]2. The catalyst class is: 3. (4) Reactant: S(Cl)([Cl:3])=O.[F:5][CH:6]([F:20])[C:7]1[CH:19]=[C:10]2[C:11]([CH2:17]O)=[CH:12][CH:13]=[C:14]([O:15][CH3:16])[N:9]2[N:8]=1.C(=O)([O-])O.[Na+]. Product: [Cl:3][CH2:17][C:11]1[C:10]2[N:9]([N:8]=[C:7]([CH:6]([F:20])[F:5])[CH:19]=2)[C:14]([O:15][CH3:16])=[CH:13][CH:12]=1. The catalyst class is: 4. (5) Product: [NH2:26][C:12]1[N:11]=[C:10]([C:8]2[CH:7]=[CH:6][C:5]([F:27])=[C:4]([CH:9]=2)[C:3]([OH:28])=[O:2])[C:15]([C:16]#[C:17][C:18]2[CH:19]=[N:20][C:21]([NH2:24])=[CH:22][CH:23]=2)=[C:14]([CH3:25])[N:13]=1. The catalyst class is: 20. Reactant: C[O:2][C:3](=[O:28])[C:4]1[CH:9]=[C:8]([C:10]2[C:15]([C:16]#[C:17][C:18]3[CH:19]=[N:20][C:21]([NH2:24])=[CH:22][CH:23]=3)=[C:14]([CH3:25])[N:13]=[C:12]([NH2:26])[N:11]=2)[CH:7]=[CH:6][C:5]=1[F:27].CO. (6) Reactant: [F:1][C:2]([F:22])([F:21])[C:3]([N:5]1[CH2:10][CH2:9][CH:8]([C:11]2[CH:16]=[CH:15][C:14]([S:17](Cl)(=[O:19])=[O:18])=[CH:13][CH:12]=2)[CH2:7][CH2:6]1)=[O:4].Cl.[S:24]1[C:28]([NH2:29])=[N:27][CH:26]=[N:25]1. Product: [S:24]1[C:28]([NH:29][S:17]([C:14]2[CH:15]=[CH:16][C:11]([CH:8]3[CH2:9][CH2:10][N:5]([C:3](=[O:4])[C:2]([F:22])([F:21])[F:1])[CH2:6][CH2:7]3)=[CH:12][CH:13]=2)(=[O:19])=[O:18])=[N:27][CH:26]=[N:25]1. The catalyst class is: 17.